Dataset: Peptide-MHC class I binding affinity with 185,985 pairs from IEDB/IMGT. Task: Regression. Given a peptide amino acid sequence and an MHC pseudo amino acid sequence, predict their binding affinity value. This is MHC class I binding data. (1) The peptide sequence is SPAIFQSSM. The MHC is HLA-B07:02 with pseudo-sequence HLA-B07:02. The binding affinity (normalized) is 0.635. (2) The peptide sequence is AYSSWMYSY. The MHC is HLA-C07:02 with pseudo-sequence HLA-C07:02. The binding affinity (normalized) is 0.478. (3) The peptide sequence is GRDNRRGP. The MHC is HLA-B27:05 with pseudo-sequence HLA-B27:05. The binding affinity (normalized) is 0.000358. (4) The peptide sequence is LYKTIVNIW. The MHC is HLA-A80:01 with pseudo-sequence HLA-A80:01. The binding affinity (normalized) is 0.0847. (5) The peptide sequence is KIEEIEKVEK. The MHC is HLA-A31:01 with pseudo-sequence HLA-A31:01. The binding affinity (normalized) is 0.158. (6) The peptide sequence is ILGVFRRPF. The MHC is HLA-B35:01 with pseudo-sequence HLA-B35:01. The binding affinity (normalized) is 0.0847. (7) The peptide sequence is AFLCKQYLNL. The MHC is Patr-A0901 with pseudo-sequence Patr-A0901. The binding affinity (normalized) is 0.808. (8) The peptide sequence is SIPFGLMSA. The MHC is HLA-A02:01 with pseudo-sequence HLA-A02:01. The binding affinity (normalized) is 0.0847.